Dataset: Catalyst prediction with 721,799 reactions and 888 catalyst types from USPTO. Task: Predict which catalyst facilitates the given reaction. Reactant: COC1C=CC(C[N:8]2[C:12]3=[N:13][CH:14]=[C:15]([C:17]4[CH:18]=[C:19]([CH:23]=[CH:24][CH:25]=4)[C:20]([O-:22])=[O:21])[CH:16]=[C:11]3[C:10]([CH3:26])=[N:9]2)=CC=1.F[C:30](F)(F)[C:31](O)=O. Product: [CH3:26][C:10]1[C:11]2[C:12](=[N:13][CH:14]=[C:15]([C:17]3[CH:18]=[C:19]([CH:23]=[CH:24][CH:25]=3)[C:20]([O:22][CH2:30][CH3:31])=[O:21])[CH:16]=2)[NH:8][N:9]=1. The catalyst class is: 22.